This data is from Reaction yield outcomes from USPTO patents with 853,638 reactions. The task is: Predict the reaction yield, written as a fraction of the theoretical maximum amount of product (1.0 means a 100% yield; for example, 0.34 means a 34% yield). (1) The reactants are [CH3:1][O:2][C:3]1[NH:4][C:5](=[O:27])[C:6]([CH2:12][C:13]2[CH:18]=[CH:17][C:16]([C:19]3[C:20]([C:25]#[N:26])=[CH:21][CH:22]=[CH:23][CH:24]=3)=[CH:15][CH:14]=2)=[C:7]([CH2:9][CH2:10][CH3:11])[N:8]=1.[CH3:28][C:29]1([CH3:41])[CH2:33][C:32]2[CH:34]=[C:35](B(O)O)[CH:36]=[CH:37][C:31]=2[O:30]1.C(N(CC)CC)C.N1C=CC=CC=1. The catalyst is ClCCl.C(OCC)(=O)C.C([O-])(=O)C.[Cu+2].C([O-])(=O)C. The product is [CH3:28][C:29]1([CH3:41])[CH2:33][C:32]2[CH:34]=[C:35]([N:4]3[C:5](=[O:27])[C:6]([CH2:12][C:13]4[CH:18]=[CH:17][C:16]([C:19]5[C:20]([C:25]#[N:26])=[CH:21][CH:22]=[CH:23][CH:24]=5)=[CH:15][CH:14]=4)=[C:7]([CH2:9][CH2:10][CH3:11])[N:8]=[C:3]3[O:2][CH3:1])[CH:36]=[CH:37][C:31]=2[O:30]1. The yield is 0.510. (2) The reactants are [C:1]([C:5]1[CH:9]=[C:8]([NH:10][C:11]([NH:13][CH2:14][C:15]2[CH:20]=[C:19]([F:21])[CH:18]=[CH:17][C:16]=2[O:22][C:23]2[CH:24]=[C:25]3[C:29](=[CH:30][CH:31]=2)[N:28]([CH2:32][CH:33]=[O:34])[N:27]=[CH:26]3)=[O:12])[N:7]([C:35]2[CH:40]=[CH:39][C:38]([CH3:41])=[CH:37][CH:36]=2)[N:6]=1)([CH3:4])([CH3:3])[CH3:2].[BH4-].[Na+]. The catalyst is CO. The product is [C:1]([C:5]1[CH:9]=[C:8]([NH:10][C:11]([NH:13][CH2:14][C:15]2[CH:20]=[C:19]([F:21])[CH:18]=[CH:17][C:16]=2[O:22][C:23]2[CH:24]=[C:25]3[C:29](=[CH:30][CH:31]=2)[N:28]([CH2:32][CH2:33][OH:34])[N:27]=[CH:26]3)=[O:12])[N:7]([C:35]2[CH:40]=[CH:39][C:38]([CH3:41])=[CH:37][CH:36]=2)[N:6]=1)([CH3:4])([CH3:3])[CH3:2]. The yield is 0.550. (3) The reactants are [NH2:1][C:2]1[CH:7]=[CH:6][C:5]([C:8]2[C:9]([NH2:17])=[N:10][C:11]([NH2:16])=[N:12][C:13]=2[CH2:14]C)=[CH:4][CH:3]=1.[CH3:18][C:19]1([CH3:27])[C:21]([CH3:23])([CH3:22])[CH:20]1[C:24]([OH:26])=O.C1[C:36]2[C:31](=[CH:32][CH:33]=[CH:34][CH:35]=2)[CH2:30]C1C(O)=O.CN(C([O:47]N1N=NC2C=CC=NC1=2)=[N+](C)C)C.F[P-](F)(F)(F)(F)F.CN(C(ON1N=NC2C=CC=CC1=2)=[N+](C)C)C.[B-](F)(F)(F)F. No catalyst specified. The product is [NH2:16][C:11]1[N:10]=[C:9]([NH2:17])[C:8]([C:5]2[CH:4]=[CH:3][C:2]([NH:1][C:24]([CH:20]3[C:21]([CH3:22])([CH3:23])[C:19]3([CH3:18])[CH3:27])=[O:26])=[CH:7][CH:6]=2)=[C:13]([CH2:14][O:47][CH2:30][C:31]2[CH:36]=[CH:35][CH:34]=[CH:33][CH:32]=2)[N:12]=1. The yield is 0.400. (4) The reactants are [CH3:1][O:2][C:3]([CH3:18])([CH3:17])[CH2:4][C@H:5]([NH:9][C:10](=[O:16])[O:11][C:12]([CH3:15])([CH3:14])[CH3:13])[CH2:6][NH:7][CH3:8].C([O-])([O-])=O.[K+].[K+].[C:25]([O:34]N1C(=O)CCC1=O)([O:27][CH2:28][CH2:29][Si:30]([CH3:33])([CH3:32])[CH3:31])=O. The catalyst is CC(C)=O.O. The product is [CH3:1][O:2][C:3]([CH3:18])([CH3:17])[CH2:4][C@H:5]([NH:9][C:10](=[O:16])[O:11][C:12]([CH3:14])([CH3:13])[CH3:15])[CH2:6][N:7]([CH3:8])[C:25]([O:27][CH2:28][CH2:29][Si:30]([CH3:31])([CH3:32])[CH3:33])=[O:34]. The yield is 0.150. (5) The reactants are [N:1]1[CH:6]=[CH:5][C:4]([CH2:7][OH:8])=[CH:3][CH:2]=1.[Si:9](Cl)([C:12]([CH3:15])([CH3:14])[CH3:13])([CH3:11])[CH3:10].N1C=CN=C1. The catalyst is CN(C)C=O.ClCCl. The product is [O:8]([CH2:7][C:4]1[CH:5]=[CH:6][N:1]=[CH:2][CH:3]=1)[Si:9]([C:12]([CH3:15])([CH3:14])[CH3:13])([CH3:11])[CH3:10]. The yield is 0.920. (6) The reactants are [Cl:1][C:2]1[CH:8]=[CH:7][C:5]([NH2:6])=[C:4]([CH2:9][N:10]2[CH2:15][CH2:14][O:13][CH2:12][CH2:11]2)[CH:3]=1.[F:16][C:17]([F:28])([F:27])[C:18](O[C:18](=[O:19])[C:17]([F:28])([F:27])[F:16])=[O:19]. The catalyst is O1CCOCC1.C(OCC)C. The product is [Cl:1][C:2]1[CH:8]=[CH:7][C:5]([NH:6][C:18](=[O:19])[C:17]([F:28])([F:27])[F:16])=[C:4]([CH2:9][N:10]2[CH2:15][CH2:14][O:13][CH2:12][CH2:11]2)[CH:3]=1. The yield is 0.950. (7) The reactants are [OH:1][CH2:2][CH2:3][CH2:4][NH:5][C:6](=[O:12])[O:7][C:8]([CH3:11])([CH3:10])[CH3:9].CC(OI1(OC(C)=O)(OC(C)=O)OC(=O)C2C=CC=CC1=2)=O. The catalyst is ClCCl. The product is [O:1]=[CH:2][CH2:3][CH2:4][NH:5][C:6](=[O:12])[O:7][C:8]([CH3:10])([CH3:9])[CH3:11]. The yield is 0.990.